Dataset: Forward reaction prediction with 1.9M reactions from USPTO patents (1976-2016). Task: Predict the product of the given reaction. (1) Given the reactants [CH3:1][N:2]([CH3:19])[CH2:3][CH2:4][C@H:5]1[CH2:10][CH2:9][C@H:8]([NH:11]C(=O)OC(C)(C)C)[CH2:7][CH2:6]1.[ClH:20], predict the reaction product. The product is: [ClH:20].[ClH:20].[CH3:19][N:2]([CH3:1])[CH2:3][CH2:4][C@H:5]1[CH2:6][CH2:7][C@H:8]([NH2:11])[CH2:9][CH2:10]1. (2) Given the reactants [CH3:1][N:2]1[C:6]([C:7]([C:9]2[CH:14]=[CH:13][CH:12]=[CH:11][CH:10]=2)=O)=[CH:5][N:4]=[CH:3]1.Cl.[NH2:16][OH:17], predict the reaction product. The product is: [OH:17][N:16]=[C:7]([C:6]1[N:2]([CH3:1])[CH:3]=[N:4][CH:5]=1)[C:9]1[CH:14]=[CH:13][CH:12]=[CH:11][CH:10]=1. (3) Given the reactants [CH3:1][O:2][CH2:3][C:4]([CH2:11][O:12][C:13]([CH:16]([CH3:18])[CH3:17])([CH3:15])[CH3:14])([C:7]([CH3:10])([CH3:9])[CH3:8])[CH2:5][OH:6].[H-].[Na+].CI.[CH3:23]CCCCC.C(OCC)(=O)C.C(N(CC)CC)C, predict the reaction product. The product is: [CH3:1][O:2][CH2:3][C:4]([CH2:5][O:6][CH3:23])([C:7]([CH3:8])([CH3:9])[CH3:10])[CH2:11][O:12][C:13]([CH:16]([CH3:18])[CH3:17])([CH3:15])[CH3:14]. (4) Given the reactants Br[C:2]12[CH2:11][CH:6]3[CH2:7][CH:8]([CH2:10][CH:4]([CH2:5]3)[CH2:3]1)[CH2:9]2.C(=O)([O-])[O-].[K+].[K+].[CH3:18][O:19][C:20]1[CH:25]=[CH:24][CH:23]=[CH:22][C:21]=1[CH3:26], predict the reaction product. The product is: [CH3:18][O:19][C:20]1[CH:25]=[CH:24][C:23]([C:2]23[CH2:11][CH:6]4[CH2:7][CH:8]([CH2:10][CH:4]([CH2:5]4)[CH2:3]2)[CH2:9]3)=[CH:22][C:21]=1[CH3:26]. (5) Given the reactants [Cl:1][C:2]1[CH:7]=[CH:6][C:5](B(O)O)=[CH:4][C:3]=1[C:11]([NH:13][CH2:14][C:15]12[CH2:24][CH:19]3[CH2:20][CH:21]([CH2:23][CH:17]([CH2:18]3)[CH2:16]1)[CH2:22]2)=[O:12].I[C:26]1[CH:35]=[CH:34][C:33]([CH3:36])=[CH:32][C:27]=1[C:28]([O:30][CH3:31])=[O:29], predict the reaction product. The product is: [Cl:1][C:2]1[CH:7]=[CH:6][C:5]([C:35]2[CH:34]=[C:33]([CH3:36])[CH:32]=[C:27]([C:28]([O:30][CH3:31])=[O:29])[CH:26]=2)=[CH:4][C:3]=1[C:11]([NH:13][CH2:14][C:15]12[CH2:24][CH:19]3[CH2:20][CH:21]([CH2:23][CH:17]([CH2:18]3)[CH2:16]1)[CH2:22]2)=[O:12].